This data is from Forward reaction prediction with 1.9M reactions from USPTO patents (1976-2016). The task is: Predict the product of the given reaction. (1) Given the reactants [Cl:1][C:2]1[CH:7]=[CH:6][C:5]([N:8]([CH2:18][CH2:19][CH2:20]Cl)[C:9](=O)[O:10]C2C=CC=CC=2)=[CH:4][CH:3]=1.O.[NH2:23][NH2:24], predict the reaction product. The product is: [NH2:23][N:24]1[CH2:20][CH2:19][CH2:18][N:8]([C:5]2[CH:6]=[CH:7][C:2]([Cl:1])=[CH:3][CH:4]=2)[C:9]1=[O:10]. (2) Given the reactants C(N1C(=O)C2=CC=CC=C2C1=O)C1C=CC=CC=1.[CH2:19](Br)[C:20]1[CH:25]=[CH:24][CH:23]=[CH:22][CH:21]=1.C1(=O)NC(=O)C2=CC=CC=C12.[K].[CH3:39][C:40]1([CH3:51])[C:48]2[C:43](=[CH:44][CH:45]=[CH:46][CH:47]=2)[C:42]([CH3:50])([CH3:49])[NH:41]1, predict the reaction product. The product is: [CH2:19]([N:41]1[C:40]([CH3:51])([CH3:39])[C:48]2[C:43](=[CH:44][CH:45]=[CH:46][CH:47]=2)[C:42]1([CH3:50])[CH3:49])[C:20]1[CH:25]=[CH:24][CH:23]=[CH:22][CH:21]=1. (3) Given the reactants [N+:1]([C:4]1[CH:9]=[CH:8][CH:7]=[C:6]([NH2:10])[C:5]=1[NH2:11])([O-:3])=[O:2].[CH:12](O)=O, predict the reaction product. The product is: [N+:1]([C:4]1[C:5]2[N:11]=[CH:12][NH:10][C:6]=2[CH:7]=[CH:8][CH:9]=1)([O-:3])=[O:2]. (4) Given the reactants [C:1]([O:5][C:6](=[O:19])[CH2:7][CH2:8][NH:9][C:10](=[O:18])[C:11]1[CH:16]=[CH:15][C:14]([OH:17])=[CH:13][CH:12]=1)([CH3:4])([CH3:3])[CH3:2].[Cl:20][C:21]1[N:26]=[CH:25][C:24]([CH:27]([CH2:30][CH2:31][CH2:32][CH2:33][CH2:34][CH3:35])[CH2:28]O)=[CH:23][CH:22]=1.C(P(CCCC)CCCC)CCC.N(C(N1CCCCC1)=O)=NC(N1CCCCC1)=O, predict the reaction product. The product is: [C:1]([O:5][C:6](=[O:19])[CH2:7][CH2:8][NH:9][C:10](=[O:18])[C:11]1[CH:16]=[CH:15][C:14]([O:17][CH2:28][CH:27]([C:24]2[CH:25]=[N:26][C:21]([Cl:20])=[CH:22][CH:23]=2)[CH2:30][CH2:31][CH2:32][CH2:33][CH2:34][CH3:35])=[CH:13][CH:12]=1)([CH3:4])([CH3:2])[CH3:3]. (5) Given the reactants [C:1]([O:5][C:6](=[O:25])[N:7]([CH2:14][C:15]1[CH:24]=[CH:23][C:18]2[O:19][CH2:20][CH2:21][O:22][C:17]=2[CH:16]=1)[CH:8]1[CH2:13][CH2:12][NH:11][CH2:10][CH2:9]1)([CH3:4])([CH3:3])[CH3:2].[Br:26][C:27]1[CH:36]=[C:35]([O:37][CH3:38])[CH:34]=[C:33]2[C:28]=1[CH:29]=[CH:30][C:31](=[O:42])[N:32]2[CH2:39][CH:40]=O.C(O[BH-](OC(=O)C)OC(=O)C)(=O)C.[Na+].C(=O)([O-])O.[Na+], predict the reaction product. The product is: [C:1]([O:5][C:6](=[O:25])[N:7]([CH:8]1[CH2:13][CH2:12][N:11]([CH2:40][CH2:39][N:32]2[C:33]3[C:28](=[C:27]([Br:26])[CH:36]=[C:35]([O:37][CH3:38])[CH:34]=3)[CH:29]=[CH:30][C:31]2=[O:42])[CH2:10][CH2:9]1)[CH2:14][C:15]1[CH:24]=[CH:23][C:18]2[O:19][CH2:20][CH2:21][O:22][C:17]=2[CH:16]=1)([CH3:4])([CH3:2])[CH3:3]. (6) Given the reactants [CH2:1]([NH:4][C:5](=[O:9])[CH2:6][O:7][CH3:8])[CH:2]=[CH2:3].CCN(CC)CC.[O:17](C(OC(C)(C)C)=O)[C:18]([O:20][C:21]([CH3:24])([CH3:23])[CH3:22])=O.O, predict the reaction product. The product is: [C:21]([O:20][C:18](=[O:17])[N:4]([CH2:1][CH:2]=[CH2:3])[C:5](=[O:9])[CH2:6][O:7][CH3:8])([CH3:24])([CH3:23])[CH3:22]. (7) Given the reactants [Cl:1][C:2]1[CH:3]=[C:4]([NH:11][S:12]([C:15]2[CH:20]=[CH:19][C:18]([Cl:21])=[C:17]([C:22]([F:25])([F:24])[F:23])[CH:16]=2)(=[O:14])=[O:13])[C:5]([C:8](O)=[O:9])=[N:6][CH:7]=1.[CH3:26][O:27][C:28](=[O:37])[C:29]1[CH:34]=[CH:33][CH:32]=[CH:31][C:30]=1[NH:35][CH3:36].F[P-](F)(F)(F)(F)F.N1(O[P+](N(C)C)(N(C)C)N(C)C)C2C=CC=CC=2N=N1.CCN(C(C)C)C(C)C, predict the reaction product. The product is: [CH3:26][O:27][C:28](=[O:37])[C:29]1[CH:34]=[CH:33][CH:32]=[CH:31][C:30]=1[N:35]([C:8]([C:5]1[C:4]([NH:11][S:12]([C:15]2[CH:20]=[CH:19][C:18]([Cl:21])=[C:17]([C:22]([F:25])([F:23])[F:24])[CH:16]=2)(=[O:14])=[O:13])=[CH:3][C:2]([Cl:1])=[CH:7][N:6]=1)=[O:9])[CH3:36]. (8) The product is: [CH3:21][O:20][CH2:19][CH2:18][O:17][CH2:16][C:13]1[CH:12]=[CH:11][C:10]([C@H:9]2[C@H:4]([O:3][CH2:50][CH2:51][O:52][Si:53]([CH:57]([CH3:58])[CH3:59])([CH:54]([CH3:56])[CH3:55])[CH:60]([CH3:61])[CH3:62])[CH2:5][N:6]([C:39]([O:41][CH2:42][C:43]3[CH:44]=[CH:45][CH:46]=[CH:47][CH:48]=3)=[O:40])[CH2:7][C@@H:8]2[O:22][CH2:23][C:24]2[CH:25]=[CH:26][C:27]3[O:32][CH2:31][CH2:30][N:29]([CH2:33][CH2:34][CH2:35][O:36][CH3:37])[C:28]=3[CH:38]=2)=[CH:15][CH:14]=1. Given the reactants [H-].[Na+].[OH:3][C@H:4]1[C@H:9]([C:10]2[CH:15]=[CH:14][C:13]([CH2:16][O:17][CH2:18][CH2:19][O:20][CH3:21])=[CH:12][CH:11]=2)[C@@H:8]([O:22][CH2:23][C:24]2[CH:25]=[CH:26][C:27]3[O:32][CH2:31][CH2:30][N:29]([CH2:33][CH2:34][CH2:35][O:36][CH3:37])[C:28]=3[CH:38]=2)[CH2:7][N:6]([C:39]([O:41][CH2:42][C:43]2[CH:48]=[CH:47][CH:46]=[CH:45][CH:44]=2)=[O:40])[CH2:5]1.I[CH2:50][CH2:51][O:52][Si:53]([CH:60]([CH3:62])[CH3:61])([CH:57]([CH3:59])[CH3:58])[CH:54]([CH3:56])[CH3:55], predict the reaction product. (9) Given the reactants [H-].[Na+].[Br:3][C:4]1[CH:5]=[CH:6][C:7]([CH:10]2[CH2:14][CH2:13][N:12]([CH3:15])[C:11]2=[O:16])=[N:8][CH:9]=1.CN(C)C=[O:20], predict the reaction product. The product is: [Br:3][C:4]1[CH:5]=[CH:6][C:7]([C:10]2([OH:20])[CH2:14][CH2:13][N:12]([CH3:15])[C:11]2=[O:16])=[N:8][CH:9]=1. (10) Given the reactants CC1C(OC2C=CC=C(CCC)C=2)=NC=C([N+]([O-])=O)C=1.[CH3:21][C:22]1[C:23]([O:31][C:32]2[CH:37]=[CH:36][CH:35]=[C:34]([O:38][CH2:39][CH3:40])[CH:33]=2)=[N:24][CH:25]=[C:26]([N+:28]([O-])=O)[CH:27]=1, predict the reaction product. The product is: [NH2:28][C:26]1[CH:27]=[C:22]([CH3:21])[C:23]([O:31][C:32]2[CH:37]=[CH:36][CH:35]=[C:34]([O:38][CH2:39][CH3:40])[CH:33]=2)=[N:24][CH:25]=1.